This data is from Catalyst prediction with 721,799 reactions and 888 catalyst types from USPTO. The task is: Predict which catalyst facilitates the given reaction. (1) Reactant: [NH2:1][C:2]1[N:10]=[CH:9][N:8]=[C:7]2[C:3]=1[N:4]=[CH:5][N:6]2[C@H:11]1[C@@H:15]2[O:16][C:17]([CH3:20])([CH3:19])[O:18][C@@H:14]2[C@@H:13]([CH2:21][N:22]([CH3:38])[CH:23]2[CH2:26][CH:25]([NH:27]C(=O)OCC3C=CC=CC=3)[CH2:24]2)[O:12]1.C(Cl)Cl. Product: [NH2:1][C:2]1[N:10]=[CH:9][N:8]=[C:7]2[C:3]=1[N:4]=[CH:5][N:6]2[C@H:11]1[C@@H:15]2[O:16][C:17]([CH3:19])([CH3:20])[O:18][C@@H:14]2[C@@H:13]([CH2:21][N:22]([CH3:38])[CH:23]2[CH2:24][CH:25]([NH2:27])[CH2:26]2)[O:12]1. The catalyst class is: 105. (2) Reactant: [Cl:1][C:2]1[CH:7]=[CH:6][CH:5]=[CH:4][C:3]=1[CH:8]1[CH2:13][O:12][C:11]2[CH:14]=[C:15](B3OC(C)(C)C(C)(C)O3)[CH:16]=[CH:17][C:10]=2[NH:9]1.FC(F)(F)S(O[C:33]1[N:34]=[C:35]([C:39]2[CH:40]=[N:41][CH:42]=[CH:43][CH:44]=2)[S:36][C:37]=1[CH3:38])(=O)=O.C(=O)([O-])[O-].[K+].[K+].O1CCOCC1. Product: [Cl:1][C:2]1[CH:7]=[CH:6][CH:5]=[CH:4][C:3]=1[CH:8]1[CH2:13][O:12][C:11]2[CH:14]=[C:15]([C:33]3[N:34]=[C:35]([C:39]4[CH:40]=[N:41][CH:42]=[CH:43][CH:44]=4)[S:36][C:37]=3[CH3:38])[CH:16]=[CH:17][C:10]=2[NH:9]1. The catalyst class is: 103.